Dataset: Peptide-MHC class I binding affinity with 185,985 pairs from IEDB/IMGT. Task: Regression. Given a peptide amino acid sequence and an MHC pseudo amino acid sequence, predict their binding affinity value. This is MHC class I binding data. The peptide sequence is FQESFYEDIA. The MHC is HLA-A02:01 with pseudo-sequence HLA-A02:01. The binding affinity (normalized) is 0.216.